The task is: Predict the reaction yield, written as a fraction of the theoretical maximum amount of product (1.0 means a 100% yield; for example, 0.34 means a 34% yield).. This data is from Reaction yield outcomes from USPTO patents with 853,638 reactions. (1) The catalyst is CO. The yield is 0.0500. The product is [CH3:26][O:25][C:20]1[CH:21]=[C:22]2[C:17](=[CH:18][CH:19]=1)[CH:16]=[C:15]([C:9]1[C:8]3[C:12](=[CH:13][CH:14]=[C:6]([C:4]4[N:5]=[C:29]([CH2:30][N:31]([CH3:33])[CH3:32])[NH:28][N:27]=4)[CH:7]=3)[NH:11][N:10]=1)[CH:24]=[CH:23]2. The reactants are C(O[C:4]([C:6]1[CH:7]=[C:8]2[C:12](=[CH:13][CH:14]=1)[NH:11][N:10]=[C:9]2[C:15]1[CH:24]=[CH:23][C:22]2[C:17](=[CH:18][CH:19]=[C:20]([O:25][CH3:26])[CH:21]=2)[CH:16]=1)=[NH:5])C.[NH2:27][NH:28][C:29](=O)[CH2:30][N:31]([CH3:33])[CH3:32].C[O-].[Na+]. (2) The reactants are Br[C:2]1[CH:3]=[C:4]([C:8]2([CH3:15])[NH:13][C:12](=[O:14])[CH2:11][O:10][CH2:9]2)[CH:5]=[CH:6][CH:7]=1.C(P(C(C)(C)C)C1C=CC=CC=1C1C(C(C)C)=CC(C(C)C)=CC=1C(C)C)(C)(C)C.[C:46](=[NH:59])([C:53]1[CH:58]=[CH:57][CH:56]=[CH:55][CH:54]=1)[C:47]1[CH:52]=[CH:51][CH:50]=[CH:49][CH:48]=1. The catalyst is C1(C)C=CC=CC=1. The product is [C:46](=[N:59][C:2]1[CH:3]=[C:4]([C:8]2([CH3:15])[NH:13][C:12](=[O:14])[CH2:11][O:10][CH2:9]2)[CH:5]=[CH:6][CH:7]=1)([C:53]1[CH:54]=[CH:55][CH:56]=[CH:57][CH:58]=1)[C:47]1[CH:52]=[CH:51][CH:50]=[CH:49][CH:48]=1. The yield is 0.990. (3) The reactants are [CH2:1]([O:3][C:4]1[CH:5]=[C:6]([N:10]2[CH:14]=[C:13]([CH:15]=[O:16])[C:12]([CH2:17][CH3:18])=[N:11]2)[CH:7]=[CH:8][CH:9]=1)[CH3:2].[CH:19]1([Mg]Br)[CH2:24][CH2:23][CH2:22][CH2:21][CH2:20]1. The catalyst is O1CCCC1. The product is [CH:19]1([CH:15]([C:13]2[C:12]([CH2:17][CH3:18])=[N:11][N:10]([C:6]3[CH:7]=[CH:8][CH:9]=[C:4]([O:3][CH2:1][CH3:2])[CH:5]=3)[CH:14]=2)[OH:16])[CH2:24][CH2:23][CH2:22][CH2:21][CH2:20]1. The yield is 0.960. (4) The reactants are [Cl:1][C:2]1[N:7]=[C:6]([NH:8][C:9]2[CH:13]=[C:12]([CH:14]3[CH2:16][CH2:15]3)[NH:11][N:10]=2)[C:5]([C:17](OCC)=[O:18])=[CH:4][N:3]=1.[H-].[H-].[H-].[H-].[Li+].[Al+3]. The catalyst is C1COCC1. The product is [Cl:1][C:2]1[N:7]=[C:6]([NH:8][C:9]2[CH:13]=[C:12]([CH:14]3[CH2:15][CH2:16]3)[NH:11][N:10]=2)[C:5]([CH2:17][OH:18])=[CH:4][N:3]=1. The yield is 0.120. (5) The reactants are Cl[C:2]1[N:3]=[C:4]([N:21]2[CH2:26][CH2:25][O:24][CH2:23][CH2:22]2)[C:5]2[S:10][C:9]([CH2:11][N:12]([CH3:20])[C:13](=[O:19])[O:14][C:15]([CH3:18])([CH3:17])[CH3:16])=[CH:8][C:6]=2[N:7]=1.[OH:27][C:28]1[CH:29]=[C:30](B(O)O)[CH:31]=[CH:32][CH:33]=1.C(=O)([O-])[O-].[Na+].[Na+]. The catalyst is C1(C)C=CC=CC=1.C(O)C.O.Cl[Pd](Cl)([P](C1C=CC=CC=1)(C1C=CC=CC=1)C1C=CC=CC=1)[P](C1C=CC=CC=1)(C1C=CC=CC=1)C1C=CC=CC=1. The product is [OH:27][C:28]1[CH:33]=[C:32]([C:2]2[N:3]=[C:4]([N:21]3[CH2:26][CH2:25][O:24][CH2:23][CH2:22]3)[C:5]3[S:10][C:9]([CH2:11][N:12]([CH3:20])[C:13](=[O:19])[O:14][C:15]([CH3:18])([CH3:17])[CH3:16])=[CH:8][C:6]=3[N:7]=2)[CH:31]=[CH:30][CH:29]=1. The yield is 0.660. (6) The reactants are [CH3:1][C@H:2]1[C:10]2[C:9](O)=[N:8][CH:7]=[N:6][C:5]=2[CH2:4][CH2:3]1.O=P(Cl)(Cl)[Cl:14]. No catalyst specified. The product is [Cl:14][C:9]1[C:10]2[C@H:2]([CH3:1])[CH2:3][CH2:4][C:5]=2[N:6]=[CH:7][N:8]=1. The yield is 0.490.